From a dataset of Catalyst prediction with 721,799 reactions and 888 catalyst types from USPTO. Predict which catalyst facilitates the given reaction. (1) Product: [F:40][C:39]([F:42])([F:41])[C:37]([OH:43])=[O:38].[F:1][C:2]1[C:3]([C:33]([F:34])([F:35])[F:36])=[C:4]([CH:9]2[CH2:10][CH2:11][N:12]([C:15]([C:17]3[C:25]4[CH2:24][CH2:23][NH:22][CH2:21][C:20]=4[NH:19][N:18]=3)=[O:16])[CH2:13][CH2:14]2)[CH:5]=[CH:6][C:7]=1[F:8]. The catalyst class is: 2. Reactant: [F:1][C:2]1[C:3]([C:33]([F:36])([F:35])[F:34])=[C:4]([CH:9]2[CH2:14][CH2:13][N:12]([C:15]([C:17]3[C:25]4[CH2:24][CH2:23][N:22](C(OC(C)(C)C)=O)[CH2:21][C:20]=4[NH:19][N:18]=3)=[O:16])[CH2:11][CH2:10]2)[CH:5]=[CH:6][C:7]=1[F:8].[C:37]([OH:43])([C:39]([F:42])([F:41])[F:40])=[O:38]. (2) Reactant: CC1C=CC(S(O[CH2:12][CH2:13][C:14]2[CH:19]=[CH:18][CH:17]=[C:16]([NH:20][C:21]([O:23][C:24]([CH3:27])([CH3:26])[CH3:25])=[O:22])[N:15]=2)(=O)=O)=CC=1.[N-:28]=[N+:29]=[N-:30].[Na+]. Product: [N:28]([CH2:12][CH2:13][C:14]1[N:15]=[C:16]([NH:20][C:21](=[O:22])[O:23][C:24]([CH3:27])([CH3:26])[CH3:25])[CH:17]=[CH:18][CH:19]=1)=[N+:29]=[N-:30]. The catalyst class is: 9. (3) Reactant: C(O[C:4]([C:6]1[N:11]=[C:10]([CH2:12][CH3:13])[C:9]2[N:14]=[C:15]([C:17]3[CH:22]=[CH:21][CH:20]=[CH:19][CH:18]=3)[S:16][C:8]=2[C:7]=1[OH:23])=[O:5])C.[NH2:24][CH2:25][C:26]([OH:28])=[O:27]. Product: [CH2:12]([C:10]1[C:9]2[N:14]=[C:15]([C:17]3[CH:18]=[CH:19][CH:20]=[CH:21][CH:22]=3)[S:16][C:8]=2[C:7]([OH:23])=[C:6]([C:4]([NH:24][CH2:25][C:26]([OH:28])=[O:27])=[O:5])[N:11]=1)[CH3:13]. The catalyst class is: 779. (4) Reactant: F[C:2]1[N:7]=[C:6]([C:8]2[CH:13]=[CH:12][N:11]=[C:10]([NH:14][C@H:15]3[CH2:20][CH2:19][C@H:18]([NH2:21])[CH2:17][CH2:16]3)[CH:9]=2)[CH:5]=[CH:4][CH:3]=1.[CH:22]1([CH2:28][NH2:29])[CH2:27][CH2:26][CH2:25][CH2:24][CH2:23]1. Product: [NH2:21][C@H:18]1[CH2:19][CH2:20][C@H:15]([NH:14][C:10]2[CH:9]=[C:8]([C:6]3[CH:5]=[CH:4][CH:3]=[C:2]([NH:29][CH2:28][CH:22]4[CH2:27][CH2:26][CH2:25][CH2:24][CH2:23]4)[N:7]=3)[CH:13]=[CH:12][N:11]=2)[CH2:16][CH2:17]1. The catalyst class is: 16. (5) Reactant: [CH3:1][C:2]1([CH3:9])[S:7][CH2:6][CH2:5][NH:4][C:3]1=O.B.CSC.[C:14](O[C:14]([O:16][C:17]([CH3:20])([CH3:19])[CH3:18])=[O:15])([O:16][C:17]([CH3:20])([CH3:19])[CH3:18])=[O:15]. Product: [CH3:1][C:2]1([CH3:9])[S:7][CH2:6][CH2:5][N:4]([C:14]([O:16][C:17]([CH3:20])([CH3:19])[CH3:18])=[O:15])[CH2:3]1. The catalyst class is: 1.